Dataset: Catalyst prediction with 721,799 reactions and 888 catalyst types from USPTO. Task: Predict which catalyst facilitates the given reaction. (1) Reactant: [F:1][C:2]([F:20])([F:19])[O:3][CH2:4][CH:5]1[O:10][C:9]2[CH:11]=[CH:12][C:13]([C:15]([O:17]C)=[O:16])=[CH:14][C:8]=2[O:7][CH2:6]1.[OH-].[Na+].Cl. Product: [F:20][C:2]([F:1])([F:19])[O:3][CH2:4][CH:5]1[O:10][C:9]2[CH:11]=[CH:12][C:13]([C:15]([OH:17])=[O:16])=[CH:14][C:8]=2[O:7][CH2:6]1. The catalyst class is: 24. (2) Reactant: [C:1]([O:5][C:6](=[O:35])[NH:7][C:8]1([CH2:16][CH2:17][C:18]2[CH:23]=[CH:22][C:21]([O:24][CH2:25][CH2:26][CH2:27][CH2:28][CH2:29][CH2:30][CH2:31][CH3:32])=[C:20]([CH2:33]O)[CH:19]=2)[CH2:13][O:12][C:11]([CH3:15])([CH3:14])[O:10][CH2:9]1)([CH3:4])([CH3:3])[CH3:2].C1(C)C=CC(S([F:45])(=O)=O)=CC=1.[F-].C([N+](CCCC)(CCCC)CCCC)CCC.O1CCCC1.O. Product: [C:1]([O:5][C:6](=[O:35])[NH:7][C:8]1([CH2:16][CH2:17][C:18]2[CH:23]=[CH:22][C:21]([O:24][CH2:25][CH2:26][CH2:27][CH2:28][CH2:29][CH2:30][CH2:31][CH3:32])=[C:20]([CH2:33][F:45])[CH:19]=2)[CH2:13][O:12][C:11]([CH3:15])([CH3:14])[O:10][CH2:9]1)([CH3:4])([CH3:3])[CH3:2]. The catalyst class is: 13. (3) Reactant: [CH3:1][C:2]1[S:6][CH:5]=[C:4]([S:7]([NH2:10])(=[O:9])=[O:8])[CH:3]=1.Cl[C:12](OC1C=CC=CC=1)=[O:13].C(N(CC)CC)C.[CH2:28]([C:30]1[S:34][C:33]([NH2:35])=[N:32][C:31]=1[C:36]1[CH:41]=[CH:40][CH:39]=[CH:38][CH:37]=1)[CH3:29]. The catalyst class is: 10. Product: [CH2:28]([C:30]1[S:34][C:33]([NH:35][C:12]([NH:10][S:7]([C:4]2[CH:3]=[C:2]([CH3:1])[S:6][CH:5]=2)(=[O:9])=[O:8])=[O:13])=[N:32][C:31]=1[C:36]1[CH:41]=[CH:40][CH:39]=[CH:38][CH:37]=1)[CH3:29]. (4) Reactant: [NH2:1][C:2]1[CH:7]=[CH:6][C:5]([CH:8]=[CH2:9])=[CH:4][C:3]=1[CH2:10][C:11]([O:13][C:14]([CH3:17])([CH3:16])[CH3:15])=[O:12]. Product: [NH2:1][C:2]1[CH:7]=[CH:6][C:5]([CH2:8][CH3:9])=[CH:4][C:3]=1[CH2:10][C:11]([O:13][C:14]([CH3:15])([CH3:17])[CH3:16])=[O:12]. The catalyst class is: 25. (5) Reactant: [C-:1]#[N:2].[K+].[C-]#N.[Na+].C1OCCOCCOCCOCCOCCOC1.Br[CH2:26][C@@H:27]1[N:31]([CH3:32])[C:30](=[O:33])[CH2:29][CH2:28]1. Product: [CH3:32][N:31]1[C:30](=[O:33])[CH2:29][CH2:28][C@@H:27]1[CH2:26][C:1]#[N:2]. The catalyst class is: 23.